This data is from Catalyst prediction with 721,799 reactions and 888 catalyst types from USPTO. The task is: Predict which catalyst facilitates the given reaction. (1) Reactant: F[C:2]1[N:7]=[C:6]([C:8]2[NH:17][C:16](=[O:18])[C:15]3[C:10](=[CH:11][C:12]([O:21][CH3:22])=[CH:13][C:14]=3[O:19][CH3:20])[N:9]=2)[CH:5]=[CH:4][CH:3]=1.Cl.[CH3:24][S:25]([CH2:28][CH2:29][N:30]1[CH2:35][CH2:34][NH:33][CH2:32][CH2:31]1)(=[O:27])=[O:26].CN(C)C(N(C)C)=N. Product: [CH3:20][O:19][C:14]1[CH:13]=[C:12]([O:21][CH3:22])[CH:11]=[C:10]2[C:15]=1[C:16](=[O:18])[NH:17][C:8]([C:6]1[CH:5]=[CH:4][CH:3]=[C:2]([N:33]3[CH2:32][CH2:31][N:30]([CH2:29][CH2:28][S:25]([CH3:24])(=[O:26])=[O:27])[CH2:35][CH2:34]3)[N:7]=1)=[N:9]2. The catalyst class is: 148. (2) Reactant: [CH2:1]([O:8][C:9]([NH:11][C:12]1[CH:23]=[CH:22][C:15]([CH2:16]OS(C)(=O)=O)=[CH:14][CH:13]=1)=[O:10])[C:2]1[CH:7]=[CH:6][CH:5]=[CH:4][CH:3]=1.[C:24]([O:28][C:29](=[O:37])[NH:30][CH:31]1[CH2:36][CH2:35][NH:34][CH2:33][CH2:32]1)([CH3:27])([CH3:26])[CH3:25].C(=O)(O)[O-].[K+]. Product: [C:24]([O:28][C:29](=[O:37])[NH:30][CH:31]1[CH2:36][CH2:35][N:34]([CH2:16][C:15]2[CH:22]=[CH:23][C:12]([NH:11][C:9]([O:8][CH2:1][C:2]3[CH:7]=[CH:6][CH:5]=[CH:4][CH:3]=3)=[O:10])=[CH:13][CH:14]=2)[CH2:33][CH2:32]1)([CH3:27])([CH3:25])[CH3:26]. The catalyst class is: 3. (3) Reactant: Cl[C:2]1[CH:11]=[C:10]([Cl:12])[C:9]2[C:4](=[CH:5][C:6]([O:13][CH3:14])=[CH:7][CH:8]=2)[N:3]=1.[NH:15]1[CH2:20][CH2:19][O:18][CH2:17][CH2:16]1.CCN(C(C)C)C(C)C. Product: [Cl:12][C:10]1[C:9]2[C:4](=[CH:5][C:6]([O:13][CH3:14])=[CH:7][CH:8]=2)[N:3]=[C:2]([N:15]2[CH2:20][CH2:19][O:18][CH2:17][CH2:16]2)[CH:11]=1. The catalyst class is: 38. (4) Reactant: [C:1]([O:5][CH2:6][CH2:7]CC)(=[O:4])[CH:2]=[CH2:3].[C:10](#[N:13])C=C.C(O)(=[O:17])C=C. Product: [C:1]([OH:5])(=[O:4])[CH:2]=[CH2:3].[NH2:13][C:1]([O:5][CH2:6][CH3:7])=[O:4].[N-:13]=[C:10]=[O:17]. The catalyst class is: 11. (5) Reactant: [C:1]([O:5][C:6]([N:8]1[CH2:17][CH2:16][C:15]2[C:10](=[CH:11][C:12]([O:18][CH2:19]SC)=[CH:13][CH:14]=2)[CH2:9]1)=[O:7])([CH3:4])([CH3:3])[CH3:2].S(Cl)([Cl:25])(=O)=O. Product: [C:1]([O:5][C:6]([N:8]1[CH2:17][CH2:16][C:15]2[C:10](=[CH:11][C:12]([O:18][CH2:19][Cl:25])=[CH:13][CH:14]=2)[CH2:9]1)=[O:7])([CH3:4])([CH3:3])[CH3:2]. The catalyst class is: 2. (6) Reactant: [C:1]([CH2:9][C:10]([O:12][CH2:13][CH3:14])=[O:11])(=[O:8])[C:2]1[CH:7]=[CH:6][CH:5]=[CH:4][CH:3]=1.N1CCCCC1.[CH3:21][O:22][C:23]1[CH:30]=[C:29]([O:31][CH3:32])C(C=O)=[C:25](O)[CH:24]=1. Product: [C:1]([C:9]1[C:10](=[O:11])[O:12][C:13]2[C:24]([CH:25]=1)=[C:23]([O:22][CH3:21])[CH:30]=[C:29]([O:31][CH3:32])[CH:14]=2)(=[O:8])[C:2]1[CH:7]=[CH:6][CH:5]=[CH:4][CH:3]=1. The catalyst class is: 8.